Dataset: Catalyst prediction with 721,799 reactions and 888 catalyst types from USPTO. Task: Predict which catalyst facilitates the given reaction. (1) Product: [Br:1][C:2]1[CH:7]=[CH:6][C:5]([C:8]2[O:9][C:10]([CH3:20])=[C:11]([CH2:13][CH2:14][N:44]3[CH2:45][CH2:46][C@H:42]([CH2:41][F:40])[CH2:43]3)[N:12]=2)=[CH:4][CH:3]=1. The catalyst class is: 10. Reactant: [Br:1][C:2]1[CH:7]=[CH:6][C:5]([C:8]2[O:9][C:10]([CH3:20])=[C:11]([CH2:13][CH2:14]OS(C)(=O)=O)[N:12]=2)=[CH:4][CH:3]=1.C(=O)([O-])[O-].[K+].[K+].[I-].[K+].CC1C=CC(S(O)(=O)=O)=CC=1.[F:40][CH2:41][C@H:42]1[CH2:46][CH2:45][NH:44][CH2:43]1. (2) Reactant: C(OC([N:8]1[CH2:13][CH2:12][CH:11]([N:14]2[C:18]3[CH:19]=[CH:20][C:21]([Cl:23])=[CH:22][C:17]=3[NH:16][C:15]2=[O:24])[CH2:10][CH2:9]1)=O)(C)(C)C.O.C(O)(C(F)(F)F)=O. Product: [Cl:23][C:21]1[CH:20]=[CH:19][C:18]2[N:14]([CH:11]3[CH2:10][CH2:9][NH:8][CH2:13][CH2:12]3)[C:15](=[O:24])[NH:16][C:17]=2[CH:22]=1. The catalyst class is: 2. (3) Reactant: Cl[C:2]1[N:7]=[C:6]([C:8]([OH:10])=[O:9])[CH:5]=[CH:4][CH:3]=1.[F:11][C:12]([F:16])([F:15])[CH2:13][OH:14].[OH-].[K+].Cl. Product: [F:11][C:12]([F:16])([F:15])[CH2:13][O:14][C:2]1[N:7]=[C:6]([C:8]([OH:10])=[O:9])[CH:5]=[CH:4][CH:3]=1. The catalyst class is: 58. (4) Reactant: [CH2:1]([NH:8][C:9]([C:11]1[CH:16]=[CH:15][C:14]([CH2:17][CH2:18][NH:19][CH2:20][CH2:21][C:22]([N:24]([CH:51]2[CH2:57][CH2:56][CH2:55][CH2:54][CH2:53][CH2:52]2)[CH2:25][CH2:26][N:27]([CH2:38][CH2:39][C:40]2[C:48]3[S:47][C:46](=[O:49])[NH:45][C:44]=3[C:43]([OH:50])=[CH:42][CH:41]=2)C(=O)OCC2C=CC=CC=2)=[O:23])=[CH:13][CH:12]=1)=[O:10])[C:2]1[CH:7]=[CH:6][CH:5]=[CH:4][CH:3]=1.Br. Product: [CH2:1]([NH:8][C:9](=[O:10])[C:11]1[CH:12]=[CH:13][C:14]([CH2:17][CH2:18][NH:19][CH2:20][CH2:21][C:22]([N:24]([CH:51]2[CH2:57][CH2:56][CH2:55][CH2:54][CH2:53][CH2:52]2)[CH2:25][CH2:26][NH:27][CH2:38][CH2:39][C:40]2[C:48]3[S:47][C:46](=[O:49])[NH:45][C:44]=3[C:43]([OH:50])=[CH:42][CH:41]=2)=[O:23])=[CH:15][CH:16]=1)[C:2]1[CH:7]=[CH:6][CH:5]=[CH:4][CH:3]=1. The catalyst class is: 411. (5) Reactant: [C:1]([C:5]1[CH:6]=[C:7]2[C:11](=[CH:12][C:13]=1[N+:14]([O-])=O)[NH:10][CH:9]=[CH:8]2)([CH3:4])([CH3:3])[CH3:2]. Product: [C:1]([C:5]1[CH:6]=[C:7]2[C:11](=[CH:12][C:13]=1[NH2:14])[NH:10][CH:9]=[CH:8]2)([CH3:4])([CH3:2])[CH3:3]. The catalyst class is: 227.